This data is from Forward reaction prediction with 1.9M reactions from USPTO patents (1976-2016). The task is: Predict the product of the given reaction. (1) The product is: [C:14]1([NH:13][C:2]2[N:3]=[N+:4]([O-:12])[C:5]3[CH:11]=[CH:10][CH:9]=[CH:8][C:6]=3[N:7]=2)[CH:19]=[CH:18][CH:17]=[CH:16][CH:15]=1. Given the reactants Cl[C:2]1[N:3]=[N+:4]([O-:12])[C:5]2[CH:11]=[CH:10][CH:9]=[CH:8][C:6]=2[N:7]=1.[NH2:13][C:14]1[CH:19]=[CH:18][CH:17]=[CH:16][CH:15]=1, predict the reaction product. (2) Given the reactants [NH:1]([C:3](=[O:14])[C@H:4]([NH:6][C:7](=[O:13])[O:8][C:9]([CH3:12])([CH3:11])[CH3:10])[CH3:5])[NH2:2].CCN(C(C)C)C(C)C.[F:24][C:25]([F:36])([F:35])[C:26](O[C:26](=[O:27])[C:25]([F:36])([F:35])[F:24])=[O:27], predict the reaction product. The product is: [O:14]=[C:3]([NH:1][NH:2][C:26](=[O:27])[C:25]([F:36])([F:35])[F:24])[C@H:4]([NH:6][C:7](=[O:13])[O:8][C:9]([CH3:10])([CH3:12])[CH3:11])[CH3:5]. (3) Given the reactants [Cl:1][C:2]1[CH:3]=[CH:4][C:5]([C:23]([O:25]C)=O)=[C:6]2[C:10]=1[N:9]=[C:8]1[N:11]([C:14]3[C:19]([CH3:20])=[CH:18][C:17]([Cl:21])=[CH:16][C:15]=3[Cl:22])[CH2:12][CH2:13][N:7]21.[CH:27]1([Mg]Br)[CH2:29][CH2:28]1.O.O1[CH2:37][CH2:36][CH2:35]C1, predict the reaction product. The product is: [Cl:1][C:2]1[C:10]2[N:9]=[C:8]3[N:11]([C:14]4[C:19]([CH3:20])=[CH:18][C:17]([Cl:21])=[CH:16][C:15]=4[Cl:22])[CH2:12][CH2:13][N:7]3[C:6]=2[C:5]([C:23]([CH:35]2[CH2:36][CH2:37]2)([CH:27]2[CH2:29][CH2:28]2)[OH:25])=[CH:4][CH:3]=1. (4) Given the reactants C[Al](C)C.[NH2:5][C:6]1[CH:11]=[CH:10][CH:9]=[CH:8][CH:7]=1.[CH3:12][N:13]([CH3:28])[C:14]1[CH:15]=[CH:16][C:17]2[N:18]([CH:20]=[C:21]([C:23](OCC)=[O:24])[N:22]=2)[CH:19]=1.[Cl-].[NH4+], predict the reaction product. The product is: [CH3:12][N:13]([CH3:28])[C:14]1[CH:15]=[CH:16][C:17]2[N:18]([CH:20]=[C:21]([C:23]([NH:5][C:6]3[CH:11]=[CH:10][CH:9]=[CH:8][CH:7]=3)=[O:24])[N:22]=2)[CH:19]=1. (5) Given the reactants Cl[C:2]1[CH:7]=[C:6]([C:8]2[C:12]3[C:13]([O:17][CH:18]4[CH2:23][CH2:22][O:21][CH2:20][CH2:19]4)=[N:14][CH:15]=[CH:16][C:11]=3[N:10](C(C3C=CC=CC=3)(C3C=CC=CC=3)C3C=CC=CC=3)[N:9]=2)[CH:5]=[CH:4][N:3]=1.Cl.[NH:44]1[CH2:47][CH2:46][CH2:45]1, predict the reaction product. The product is: [N:44]1([C:2]2[CH:7]=[C:6]([C:8]3[C:12]4[C:13]([O:17][CH:18]5[CH2:19][CH2:20][O:21][CH2:22][CH2:23]5)=[N:14][CH:15]=[CH:16][C:11]=4[NH:10][N:9]=3)[CH:5]=[CH:4][N:3]=2)[CH2:47][CH2:46][CH2:45]1.